From a dataset of Full USPTO retrosynthesis dataset with 1.9M reactions from patents (1976-2016). Predict the reactants needed to synthesize the given product. (1) Given the product [ClH:39].[CH2:36]([C:33]1[CH:34]=[N:35][C:30]([N:18]([CH2:19][C:20]2[CH:25]=[CH:24][C:23]([NH:26][CH2:27][CH2:28][CH3:29])=[CH:22][CH:21]=2)[CH2:17][CH2:16][C:14]2[N:15]=[C:11]([S:10][C:7]([CH3:9])([CH3:8])[C:6]([OH:38])=[O:5])[S:12][CH:13]=2)=[N:31][CH:32]=1)[CH3:37], predict the reactants needed to synthesize it. The reactants are: C([O:5][C:6](=[O:38])[C:7]([S:10][C:11]1[S:12][CH:13]=[C:14]([CH2:16][CH2:17][N:18]([C:30]2[N:35]=[CH:34][C:33]([CH2:36][CH3:37])=[CH:32][N:31]=2)[CH2:19][C:20]2[CH:25]=[CH:24][C:23]([NH:26][CH2:27][CH2:28][CH3:29])=[CH:22][CH:21]=2)[N:15]=1)([CH3:9])[CH3:8])(C)(C)C.[ClH:39].C(OCC)(=O)C. (2) The reactants are: C([O:3][P:4]([CH2:9][CH2:10][CH2:11][CH2:12][CH2:13][CH:14]([OH:28])[C:15]1[CH:20]=[CH:19][C:18]([C:21]2[CH:26]=[CH:25][C:24]([CH3:27])=[CH:23][CH:22]=2)=[CH:17][CH:16]=1)(=[O:8])[O:5]CC)C.[I-].[Na+].C[Si](Cl)(C)C.[Cl-].[NH4+]. Given the product [OH:28][CH:14]([C:15]1[CH:20]=[CH:19][C:18]([C:21]2[CH:26]=[CH:25][C:24]([CH3:27])=[CH:23][CH:22]=2)=[CH:17][CH:16]=1)[CH2:13][CH2:12][CH2:11][CH2:10][CH2:9][P:4](=[O:3])([OH:8])[OH:5], predict the reactants needed to synthesize it. (3) Given the product [Br-:13].[CH2:26]([O:25][C:23](=[O:24])[CH2:22][CH2:21][CH2:20][CH2:19][CH2:18][CH2:17][CH2:16][CH2:15][CH2:14][CH2:28][N+:3]1[C:4]2[C:9](=[CH:8][CH:7]=[CH:6][CH:5]=2)[C:10]([CH3:12])([CH3:11])[C:2]=1[CH3:1])[CH3:27], predict the reactants needed to synthesize it. The reactants are: [CH3:1][C:2]1[C:10]([CH3:12])([CH3:11])[C:9]2[C:4](=[CH:5][CH:6]=[CH:7][CH:8]=2)[N:3]=1.[Br:13][CH:14]([CH3:28])[CH2:15][CH2:16][CH2:17][CH2:18][CH2:19][CH2:20][CH2:21][CH2:22][C:23]([O:25][CH2:26][CH3:27])=[O:24]. (4) Given the product [CH3:19][N:17]([CH3:18])[CH2:16][CH2:15][CH2:14][N:11]1[CH2:10][CH2:9][CH:8]([NH:7][CH3:6])[CH2:13][CH2:12]1, predict the reactants needed to synthesize it. The reactants are: C(O[C:6](=O)[NH:7][CH:8]1[CH2:13][CH2:12][N:11]([C:14](=O)[CH2:15][CH2:16][N:17]([CH3:19])[CH3:18])[CH2:10][CH2:9]1)(C)(C)C.[H-].[Al+3].[Li+].[H-].[H-].[H-].O.[OH-].[Na+]. (5) Given the product [NH2:13][CH2:12][CH2:11][NH:14][S:7]([C:5]1[S:6][C:2]([Br:1])=[CH:3][CH:4]=1)(=[O:9])=[O:8], predict the reactants needed to synthesize it. The reactants are: [Br:1][C:2]1[S:6][C:5]([S:7](Cl)(=[O:9])=[O:8])=[CH:4][CH:3]=1.[CH2:11]([NH2:14])[CH2:12][NH2:13].O. (6) Given the product [Cl:1][C:2]1[CH:3]=[C:4]([C:5]([N:12]2[CH2:17][CH2:16][CH2:15][C@@H:14]3[C:18]4[CH:19]=[CH:20][CH:21]=[CH:22][C:23]=4[CH2:24][C@H:13]23)=[O:7])[CH:8]=[CH:9][C:10]=1[OH:11], predict the reactants needed to synthesize it. The reactants are: [Cl:1][C:2]1[CH:3]=[C:4]([CH:8]=[CH:9][C:10]=1[OH:11])[C:5]([OH:7])=O.[NH:12]1[CH2:17][CH2:16][CH2:15][C@@H:14]2[C:18]3[CH:19]=[CH:20][CH:21]=[CH:22][C:23]=3[CH2:24][C@H:13]12.F[P-](F)(F)(F)(F)F.N1(OC(N(C)C)=[N+](C)C)C2N=CC=CC=2N=N1. (7) Given the product [Cl:1][C:2]1[CH:3]=[C:4]([CH2:8][O:9][C:10]2[CH:11]=[CH:12][C:13]([F:19])=[C:14]([C:15]([NH:34][CH2:35][C:36]3[CH:37]=[CH:38][C:39]([C:40]([O:42][CH3:43])=[O:41])=[CH:44][CH:45]=3)=[O:17])[CH:18]=2)[CH:5]=[CH:6][CH:7]=1, predict the reactants needed to synthesize it. The reactants are: [Cl:1][C:2]1[CH:3]=[C:4]([CH2:8][O:9][C:10]2[CH:11]=[CH:12][C:13]([F:19])=[C:14]([CH:18]=2)[C:15]([OH:17])=O)[CH:5]=[CH:6][CH:7]=1.C(Cl)(=O)C(Cl)=O.C(N(CC)CC)C.Cl.[NH2:34][CH2:35][C:36]1[CH:45]=[CH:44][C:39]([C:40]([O:42][CH3:43])=[O:41])=[CH:38][CH:37]=1. (8) Given the product [CH:1]1([N:7]2[C:12]([OH:13])=[C:11]([C:14]([NH:16][CH2:17][C:18]([OH:20])=[O:19])=[O:15])[C:10](=[O:23])[N:9]([CH2:31][C:32]3[CH:37]=[CH:36][CH:35]=[CH:34][C:33]=3[CH3:25])[C:8]2=[O:24])[CH2:6][CH2:5][CH2:4][CH2:3][CH2:2]1, predict the reactants needed to synthesize it. The reactants are: [CH:1]1([N:7]2[C:12]([OH:13])=[C:11]([C:14]([NH:16][CH2:17][C:18]([O:20]CC)=[O:19])=[O:15])[C:10](=[O:23])[NH:9][C:8]2=[O:24])[CH2:6][CH2:5][CH2:4][CH2:3][CH2:2]1.[C:25](=O)([O-])[O-].[K+].[K+].[CH3:31][C:32]1[CH:37]=[CH:36][CH:35]=[CH:34][CH:33]=1.Cl.